From a dataset of Full USPTO retrosynthesis dataset with 1.9M reactions from patents (1976-2016). Predict the reactants needed to synthesize the given product. (1) The reactants are: [CH3:1][O:2][C:3](=[O:17])[C:4]1[C:5](=[CH:10][C:11]([N+:14]([O-])=O)=[CH:12][CH:13]=1)[C:6]([O:8][CH3:9])=[O:7]. Given the product [CH3:1][O:2][C:3](=[O:17])[C:4]1[C:5](=[CH:10][C:11]([NH2:14])=[CH:12][CH:13]=1)[C:6]([O:8][CH3:9])=[O:7], predict the reactants needed to synthesize it. (2) Given the product [F:18][C:19]1[C:24]([C:2]2[N:10]=[CH:9][N:8]=[C:7]3[C:3]=2[N:4]=[C:5]([CH3:17])[N:6]3[CH:11]2[CH2:16][CH2:15][CH2:14][CH2:13][O:12]2)=[CH:23][CH:22]=[CH:21][N:20]=1, predict the reactants needed to synthesize it. The reactants are: Cl[C:2]1[N:10]=[CH:9][N:8]=[C:7]2[C:3]=1[N:4]=[C:5]([CH3:17])[N:6]2[CH:11]1[CH2:16][CH2:15][CH2:14][CH2:13][O:12]1.[F:18][C:19]1[C:24](B2OC(C)(C)C(C)(C)O2)=[CH:23][CH:22]=[CH:21][N:20]=1. (3) Given the product [CH2:21]([O:23][C:24](=[O:28])[CH2:25][CH2:26][NH:27][S:9]([C:5]1[CH:6]=[CH:7][CH:8]=[C:3]([O:2][CH3:1])[CH:4]=1)(=[O:11])=[O:10])[CH3:22], predict the reactants needed to synthesize it. The reactants are: [CH3:1][O:2][C:3]1[CH:4]=[C:5]([S:9](Cl)(=[O:11])=[O:10])[CH:6]=[CH:7][CH:8]=1.CCN(CC)CC.Cl.[CH2:21]([O:23][C:24](=[O:28])[CH2:25][CH2:26][NH2:27])[CH3:22]. (4) Given the product [F:1][C:2]([CH3:28])([CH3:27])[CH2:3][N:4]1[CH2:9][CH2:8][CH:7]([CH2:10][O:11][C:12]2[CH:17]=[CH:16][C:15]([C:18]3[CH:23]=[CH:22][C:21]([C:24]([NH2:41])=[O:25])=[CH:20][CH:19]=3)=[CH:14][CH:13]=2)[CH2:6][CH2:5]1, predict the reactants needed to synthesize it. The reactants are: [F:1][C:2]([CH3:28])([CH3:27])[CH2:3][N:4]1[CH2:9][CH2:8][CH:7]([CH2:10][O:11][C:12]2[CH:17]=[CH:16][C:15]([C:18]3[CH:23]=[CH:22][C:21]([C:24](O)=[O:25])=[CH:20][CH:19]=3)=[CH:14][CH:13]=2)[CH2:6][CH2:5]1.[NH4+].[Cl-].C(Cl)CCl.C1C=CC2N(O)N=[N:41]C=2C=1.CCN(C(C)C)C(C)C. (5) Given the product [CH3:1][O:2][C:3]1[CH:10]=[CH:9][C:6]([CH2:7][NH:8][C:12]2[C:21]3[C:16](=[CH:17][CH:18]=[CH:19][N:20]=3)[N:15]=[CH:14][CH:13]=2)=[CH:5][CH:4]=1, predict the reactants needed to synthesize it. The reactants are: [CH3:1][O:2][C:3]1[CH:10]=[CH:9][C:6]([CH2:7][NH2:8])=[CH:5][CH:4]=1.Cl[C:12]1[C:21]2[C:16](=[CH:17][CH:18]=[CH:19][N:20]=2)[N:15]=[CH:14][CH:13]=1. (6) Given the product [F:37][C:38]1[CH:43]=[CH:42][C:41]([S:44][C:2]2([C:21]3[CH:26]=[CH:25][C:24]([C:27]([F:36])([C:32]([F:35])([F:34])[F:33])[C:28]([F:30])([F:29])[F:31])=[CH:23][CH:22]=3)[CH2:6][NH:5][C@H:4]([C:14]([OH:16])=[O:15])[CH2:3]2)=[CH:40][CH:39]=1, predict the reactants needed to synthesize it. The reactants are: O[C:2]1([C:21]2[CH:26]=[CH:25][C:24]([C:27]([F:36])([C:32]([F:35])([F:34])[F:33])[C:28]([F:31])([F:30])[F:29])=[CH:23][CH:22]=2)[CH2:6][N:5](C(OC(C)(C)C)=O)[C@H:4]([C:14]([O:16]C(C)(C)C)=[O:15])[CH2:3]1.[F:37][C:38]1[CH:43]=[CH:42][C:41]([SH:44])=[CH:40][CH:39]=1.CS(O)(=O)=O.CC([O-])=O.[K+]. (7) The reactants are: C(N(CC)CC)C.[C:8]([C:12]1[CH:13]=[C:14]([N:30]([CH3:35])[S:31]([CH3:34])(=[O:33])=[O:32])[C:15]([O:28][CH3:29])=[C:16]([NH:18][C:19](=[O:27])OC2C=CC=CC=2)[CH:17]=1)([CH3:11])([CH3:10])[CH3:9].[NH2:36][C:37]1[C:46]2[C:41](=[CH:42][CH:43]=[CH:44][CH:45]=2)[C:40]([O:47][C:48]2[CH:53]=[CH:52][N:51]=[C:50]([NH:54][C:55]3[CH:60]=[CH:59][C:58]([P:61]([CH3:66])(=[O:65])[O:62][CH2:63][CH3:64])=[C:57]([O:67][CH3:68])[CH:56]=3)[CH:49]=2)=[CH:39][CH:38]=1.C(=O)(O)[O-].[NH4+]. Given the product [C:8]([C:12]1[CH:13]=[C:14]([N:30]([CH3:35])[S:31]([CH3:34])(=[O:32])=[O:33])[C:15]([O:28][CH3:29])=[C:16]([NH:18][C:19](=[O:27])[NH:36][C:37]2[C:46]3[C:41](=[CH:42][CH:43]=[CH:44][CH:45]=3)[C:40]([O:47][C:48]3[CH:53]=[CH:52][N:51]=[C:50]([NH:54][C:55]4[CH:60]=[CH:59][C:58]([P:61]([CH3:66])(=[O:65])[O:62][CH2:63][CH3:64])=[C:57]([O:67][CH3:68])[CH:56]=4)[CH:49]=3)=[CH:39][CH:38]=2)[CH:17]=1)([CH3:10])([CH3:9])[CH3:11], predict the reactants needed to synthesize it. (8) The reactants are: [NH2:1][CH2:2][C@@H:3]([C@@H:5]([NH:26][C:27](=[O:33])[O:28][C:29]([CH3:32])([CH3:31])[CH3:30])[CH2:6][C@H:7]([CH2:11][C:12]1[CH:17]=[CH:16][C:15]([O:18][CH3:19])=[C:14]([O:20][CH2:21][CH2:22][CH2:23][O:24][CH3:25])[CH:13]=1)[CH:8]([CH3:10])[CH3:9])[OH:4].C(OCC)(=O)C.C(=O)([O-])[O-].[Na+].[Na+].[C:46](Cl)(=[O:51])[C:47]([CH3:50])([CH3:49])[CH3:48]. Given the product [CH3:48][C:47]([CH3:50])([CH3:49])[C:46]([NH:1][CH2:2][C@@H:3]([C@@H:5]([NH:26][C:27](=[O:33])[O:28][C:29]([CH3:31])([CH3:30])[CH3:32])[CH2:6][C@H:7]([CH2:11][C:12]1[CH:17]=[CH:16][C:15]([O:18][CH3:19])=[C:14]([O:20][CH2:21][CH2:22][CH2:23][O:24][CH3:25])[CH:13]=1)[CH:8]([CH3:10])[CH3:9])[OH:4])=[O:51], predict the reactants needed to synthesize it.